From a dataset of Forward reaction prediction with 1.9M reactions from USPTO patents (1976-2016). Predict the product of the given reaction. Given the reactants N1C2C(=CC([NH:10][C:11]3[C:20]4[C:15](=[CH:16][CH:17]=[CH:18][CH:19]=4)[N:14]=[C:13]([C:21]4[CH:22]=[C:23]([CH:29]=[CH:30][CH:31]=4)[O:24][CH2:25][C:26](O)=[O:27])[N:12]=3)=CC=2)C=N1.C1CN([P+](ON2[N:57]=[N:56][C:51]3[CH:52]=[CH:53][CH:54]=[CH:55][C:50]2=3)(N2CCCC2)N2CCCC2)CC1.F[P-](F)(F)(F)(F)F.[CH3:65]CN(C(C)C)C(C)C.S(O)(O)(=O)=O.[NH2:79][CH2:80][C:81]#[N:82], predict the reaction product. The product is: [NH:56]1[C:51]2[C:50](=[CH:55][C:54]([NH:10][C:11]3[C:20]4[C:15](=[CH:16][CH:17]=[CH:18][CH:19]=4)[N:14]=[C:13]([C:21]4[CH:22]=[C:23]([CH:29]=[CH:30][CH:31]=4)[O:24][CH2:25][C:26]([NH:82][CH2:81][C:80]#[N:79])=[O:27])[N:12]=3)=[CH:53][CH:52]=2)[CH:65]=[N:57]1.